This data is from Reaction yield outcomes from USPTO patents with 853,638 reactions. The task is: Predict the reaction yield, written as a fraction of the theoretical maximum amount of product (1.0 means a 100% yield; for example, 0.34 means a 34% yield). (1) The reactants are [C:1]([N:5]1[C:9]2=[N:10][C:11]([NH:14][C:15](=[O:23])[C:16]3[CH:21]=[CH:20][C:19]([CH3:22])=[CH:18][CH:17]=3)=[CH:12][CH:13]=[C:8]2[C:7]([C:24](O)=[O:25])=[CH:6]1)([CH3:4])([CH3:3])[CH3:2].F[P-](F)(F)(F)(F)F.[CH3:34][N+:35](C)=[C:36](N(C)C)ON1C2N=CC=CC=2N=N1.C(N(CC)CC)C. The catalyst is CN(C=O)C. The product is [CH3:34][N:35]([CH3:36])[C:24]([C:7]1[C:8]2[C:9](=[N:10][C:11]([NH:14][C:15](=[O:23])[C:16]3[CH:21]=[CH:20][C:19]([CH3:22])=[CH:18][CH:17]=3)=[CH:12][CH:13]=2)[N:5]([C:1]([CH3:3])([CH3:4])[CH3:2])[CH:6]=1)=[O:25]. The yield is 0.100. (2) The reactants are C(O[C:4](=[O:10])[CH2:5][S:6]([CH3:9])(=[O:8])=[O:7])C.[H-].[Na+].[H][H].[CH3:15][N:16]1C(=O)O[C:19](=[O:20])[C:18]2=[CH:24][CH:25]=[CH:26][CH:27]=[C:17]12.Cl. The catalyst is CC(N(C)C)=O. The product is [OH:20][C:19]1[C:18]2[C:17](=[CH:27][CH:26]=[CH:25][CH:24]=2)[N:16]([CH3:15])[C:4](=[O:10])[C:5]=1[S:6]([CH3:9])(=[O:7])=[O:8]. The yield is 0.480. (3) The reactants are [CH2:1]([O:3][CH2:4][C:5]1([CH2:12][O:13][CH2:14][CH3:15])[CH2:10][CH2:9][C:8](=[O:11])[CH2:7][CH2:6]1)[CH3:2].[Li+].C[Si]([N-][Si](C)(C)C)(C)C.C1C=CC(N([S:33]([C:36]([F:39])([F:38])[F:37])(=[O:35])=[O:34])[S:33]([C:36]([F:39])([F:38])[F:37])(=[O:35])=[O:34])=CC=1. The catalyst is O1CCCC1. The product is [F:37][C:36]([F:39])([F:38])[S:33]([O:11][C:8]1[CH2:9][CH2:10][C:5]([CH2:4][O:3][CH2:1][CH3:2])([CH2:12][O:13][CH2:14][CH3:15])[CH2:6][CH:7]=1)(=[O:35])=[O:34]. The yield is 0.790. (4) The reactants are [NH2:1][C:2]1[C:7]([N+:8]([O-])=O)=[CH:6][C:5]([Cl:11])=[CH:4][C:3]=1[CH2:12][OH:13].CO.C(O)(=O)C. The catalyst is C(O)(C)C.[Ni].O.CO.O. The product is [NH2:1][C:2]1[C:7]([NH2:8])=[CH:6][C:5]([Cl:11])=[CH:4][C:3]=1[CH2:12][OH:13]. The yield is 0.840.